From a dataset of Full USPTO retrosynthesis dataset with 1.9M reactions from patents (1976-2016). Predict the reactants needed to synthesize the given product. (1) Given the product [CH3:13][O:12][C:11]1[C:2]([C:20]2[CH:25]=[CH:24][CH:23]=[CH:22][CH:21]=2)=[CH:3][C:4]([C:5]([O:7][CH3:8])=[O:6])=[CH:9][CH:10]=1, predict the reactants needed to synthesize it. The reactants are: Br[C:2]1[CH:3]=[C:4]([CH:9]=[CH:10][C:11]=1[O:12][CH3:13])[C:5]([O:7][CH3:8])=[O:6].C([O-])([O-])=O.[Na+].[Na+].[C:20]1(B(O)O)[CH:25]=[CH:24][CH:23]=[CH:22][CH:21]=1. (2) Given the product [CH2:1]([O:3][C:4]1[NH:5][N:6]=[C:7]([NH:9][C:11]2[CH:16]=[CH:15][N:14]=[C:13]([NH:17][CH2:18][C:19]3[O:23][N:22]=[C:21]([CH3:24])[CH:20]=3)[N:12]=2)[CH:8]=1)[CH3:2], predict the reactants needed to synthesize it. The reactants are: [CH2:1]([O:3][C:4]1[CH:8]=[C:7]([NH2:9])[NH:6][N:5]=1)[CH3:2].Cl[C:11]1[CH:16]=[CH:15][N:14]=[C:13]([NH:17][CH2:18][C:19]2[O:23][N:22]=[C:21]([CH3:24])[CH:20]=2)[N:12]=1. (3) The reactants are: [Cl:1][C:2]1[CH:10]=[C:9]2[C:5]([C:6]3([CH:16]([O:17][CH:18]([CH3:20])[CH3:19])[CH2:15][C:14](=[O:21])[CH2:13][CH:12]3[C:22]3[CH:27]=[CH:26][CH:25]=[C:24]([Cl:28])[CH:23]=3)[C:7](=[O:11])[NH:8]2)=[CH:4][CH:3]=1.[N-:29]=[N+]=[N-].[Na+]. Given the product [Cl:1][C:2]1[CH:10]=[C:9]2[C:5]([C@:6]3([C@@H:12]([C:22]4[CH:27]=[CH:26][CH:25]=[C:24]([Cl:28])[CH:23]=4)[CH2:13][C:14](=[O:21])[NH:29][CH2:15][C@H:16]3[O:17][CH:18]([CH3:20])[CH3:19])[C:7](=[O:11])[NH:8]2)=[CH:4][CH:3]=1, predict the reactants needed to synthesize it. (4) Given the product [C:29]([O:28][C@@H:27]1[C@:32]([CH2:64][CH2:65][O:66][C:67](=[O:69])[CH3:68])([O:33][CH2:34][C:35]2[CH:36]=[CH:37][CH:38]=[CH:39][CH:40]=2)[C@@:41]([CH2:52][O:53][S:54]([C:57]2[CH:62]=[CH:61][C:60]([CH3:63])=[CH:59][CH:58]=2)(=[O:56])=[O:55])([CH2:43][O:44][CH2:45][C:46]2[CH:47]=[CH:48][CH:49]=[CH:50][CH:51]=2)[O:42][C@H:26]1[N:1]1[CH:9]=[C:7]([CH3:8])[C:5](=[O:6])[NH:4][C:2]1=[O:3])(=[O:31])[CH3:30], predict the reactants needed to synthesize it. The reactants are: [NH:1]1[CH:9]=[C:7]([CH3:8])[C:5](=[O:6])[NH:4][C:2]1=[O:3].C/C(/O[Si](C)(C)C)=N\[Si](C)(C)C.C(O[CH:26]1[O:42][C@:41]([CH2:52][O:53][S:54]([C:57]2[CH:62]=[CH:61][C:60]([CH3:63])=[CH:59][CH:58]=2)(=[O:56])=[O:55])([CH2:43][O:44][CH2:45][C:46]2[CH:51]=[CH:50][CH:49]=[CH:48][CH:47]=2)[C@@:32]([CH2:64][CH2:65][O:66][C:67](=[O:69])[CH3:68])([O:33][CH2:34][C:35]2[CH:40]=[CH:39][CH:38]=[CH:37][CH:36]=2)[C@H:27]1[O:28][C:29](=[O:31])[CH3:30])(=O)C.C[Si](OS(C(F)(F)F)(=O)=O)(C)C.C(=O)(O)[O-].[Na+]. (5) Given the product [CH3:16][O:12][C:11](=[O:13])[CH2:10][C:5]1[CH:4]=[C:3]([O:14][CH3:15])[C:2]([OH:1])=[C:7]([O:8][CH3:9])[CH:6]=1, predict the reactants needed to synthesize it. The reactants are: [OH:1][C:2]1[C:7]([O:8][CH3:9])=[CH:6][C:5]([CH2:10][C:11]([OH:13])=[O:12])=[CH:4][C:3]=1[O:14][CH3:15].[CH3:16]O.S(=O)(=O)(O)O. (6) Given the product [NH2:24][CH:11]([C:9]1[CH:8]=[CH:7][C:6]2[O:1][CH2:2][CH2:3][O:4][C:5]=2[CH:10]=1)[CH2:14][C:13]([OH:19])=[O:18], predict the reactants needed to synthesize it. The reactants are: [O:1]1[C:6]2[CH:7]=[CH:8][C:9]([CH:11]=O)=[CH:10][C:5]=2[O:4][CH2:3][CH2:2]1.[C:13]([OH:19])(=[O:18])[CH2:14]C(O)=O.C([O-])(=O)C.[NH4+:24]. (7) Given the product [C:4]([O:6][CH:7]([CH3:9])[CH3:8])(=[O:5])/[CH:3]=[CH:2]/[C:1]([O:11][CH:12]([CH3:14])[CH3:13])=[O:10].[C:15]([O:25][CH2:26][CH3:27])(=[O:24])[CH:16]=[CH:17][C:18]1[CH:19]=[CH:20][CH:21]=[CH:22][CH:23]=1.[C:28]([O-:32])(=[O:31])[CH:29]=[CH2:30], predict the reactants needed to synthesize it. The reactants are: [C:1]([O:11][CH:12]([CH3:14])[CH3:13])(=[O:10])/[CH:2]=[CH:3]/[C:4]([O:6][CH:7]([CH3:9])[CH3:8])=[O:5].[C:15]([O:25][CH2:26][CH3:27])(=[O:24])[CH:16]=[CH:17][C:18]1[CH:23]=[CH:22][CH:21]=[CH:20][CH:19]=1.[C:28]([O:32]CCCCCC[O:32][C:28](=[O:31])[CH:29]=[CH2:30])(=[O:31])[CH:29]=[CH2:30].C(OOOC(C)(C)C)(=O)C(C)(C)C.